This data is from Full USPTO retrosynthesis dataset with 1.9M reactions from patents (1976-2016). The task is: Predict the reactants needed to synthesize the given product. (1) Given the product [F:26][C:2]([F:1])([F:25])[C:3]1[N:8]2[CH:9]=[N:10][C:11]([C:12]3[O:14][N:30]=[C:29]([C:31]4[S:32][C:33]([S:36]([NH2:37])(=[O:39])=[O:38])=[CH:34][CH:35]=4)[N:28]=3)=[C:7]2[N:6]=[C:5]([C:15]2[CH:16]=[CH:17][C:18]([C:21]([F:22])([F:23])[F:24])=[CH:19][CH:20]=2)[CH:4]=1, predict the reactants needed to synthesize it. The reactants are: [F:1][C:2]([F:26])([F:25])[C:3]1[N:8]2[CH:9]=[N:10][C:11]([C:12]([OH:14])=O)=[C:7]2[N:6]=[C:5]([C:15]2[CH:20]=[CH:19][C:18]([C:21]([F:24])([F:23])[F:22])=[CH:17][CH:16]=2)[CH:4]=1.O[NH:28][C:29]([C:31]1[S:32][C:33]([S:36](=[O:39])(=[O:38])[NH2:37])=[CH:34][CH:35]=1)=[NH:30]. (2) Given the product [ClH:1].[Cl:1][C:2]1[S:6][C:5](/[CH:7]=[CH:8]/[S:9]([NH:12][C@H:13]2[CH2:17][CH2:16][N:15]([C:18]3[CH:19]=[CH:20][C:21]4[CH2:27][NH:26][CH2:25][CH2:24][CH2:23][C:22]=4[CH:35]=3)[C:14]2=[O:36])(=[O:10])=[O:11])=[CH:4][CH:3]=1, predict the reactants needed to synthesize it. The reactants are: [Cl:1][C:2]1[S:6][C:5](/[CH:7]=[CH:8]/[S:9]([NH:12][C@H:13]2[CH2:17][CH2:16][N:15]([C:18]3[CH:19]=[CH:20][C:21]4[CH2:27][N:26](C(OC(C)(C)C)=O)[CH2:25][CH2:24][CH2:23][C:22]=4[CH:35]=3)[C:14]2=[O:36])(=[O:11])=[O:10])=[CH:4][CH:3]=1. (3) Given the product [CH3:2][O:3][C:4]1[CH:5]=[C:6]([C:12]2[C:13]([CH3:25])([CH3:24])[C:14](=[O:23])[N:15]([CH:17]3[CH2:22][CH2:21][N:20]([C:36]([C:31]4[CH:32]=[CH:33][CH:34]=[C:35]5[C:30]=4[CH:29]=[CH:28][N:27]=[CH:26]5)=[O:37])[CH2:19][CH2:18]3)[N:16]=2)[CH:7]=[CH:8][C:9]=1[O:10][CH3:11], predict the reactants needed to synthesize it. The reactants are: Cl.[CH3:2][O:3][C:4]1[CH:5]=[C:6]([C:12]2[C:13]([CH3:25])([CH3:24])[C:14](=[O:23])[N:15]([CH:17]3[CH2:22][CH2:21][NH:20][CH2:19][CH2:18]3)[N:16]=2)[CH:7]=[CH:8][C:9]=1[O:10][CH3:11].[CH:26]1[C:35]2[CH:34]=[CH:33][CH:32]=[C:31]([C:36](O)=[O:37])[C:30]=2[CH:29]=[CH:28][N:27]=1. (4) The reactants are: [F:1][C:2]1[CH:7]=[CH:6][C:5]([C:8]2[C:28](=[O:29])[N:27]([CH3:30])[C:11]3[N:12]([CH3:26])[C:13]4[C:18]([C:10]=3[CH:9]=2)=[CH:17][C:16]([C:19]2[N:20]=[C:21]([CH2:24][OH:25])[S:22][CH:23]=2)=[CH:15][CH:14]=4)=[CH:4][CH:3]=1.[C:31](Cl)(=[O:36])[C:32]([CH3:35])([CH3:34])[CH3:33].O. Given the product [F:1][C:2]1[CH:7]=[CH:6][C:5]([C:8]2[C:28](=[O:29])[N:27]([CH3:30])[C:11]3[N:12]([CH3:26])[C:13]4[C:18]([C:10]=3[CH:9]=2)=[CH:17][C:16]([C:19]2[N:20]=[C:21]([CH2:24][O:25][C:31](=[O:36])[C:32]([CH3:35])([CH3:34])[CH3:33])[S:22][CH:23]=2)=[CH:15][CH:14]=4)=[CH:4][CH:3]=1, predict the reactants needed to synthesize it. (5) Given the product [CH2:15]([NH:22][C:6]1[N:5]2[N:9]=[CH:10][C:11]([CH:12]([CH3:14])[CH3:13])=[C:4]2[CH:3]=[C:2]([Cl:1])[N:7]=1)[C:16]1[CH:21]=[CH:20][CH:19]=[CH:18][CH:17]=1, predict the reactants needed to synthesize it. The reactants are: [Cl:1][C:2]1[N:7]=[C:6](Cl)[N:5]2[N:9]=[CH:10][C:11]([CH:12]([CH3:14])[CH3:13])=[C:4]2[CH:3]=1.[CH2:15]([NH2:22])[C:16]1[CH:21]=[CH:20][CH:19]=[CH:18][CH:17]=1.